From a dataset of NCI-60 drug combinations with 297,098 pairs across 59 cell lines. Regression. Given two drug SMILES strings and cell line genomic features, predict the synergy score measuring deviation from expected non-interaction effect. (1) Drug 1: C1=NC(=NC(=O)N1C2C(C(C(O2)CO)O)O)N. Drug 2: CS(=O)(=O)OCCCCOS(=O)(=O)C. Cell line: SR. Synergy scores: CSS=71.1, Synergy_ZIP=2.13, Synergy_Bliss=2.50, Synergy_Loewe=0.353, Synergy_HSA=6.75. (2) Drug 1: C1CNP(=O)(OC1)N(CCCl)CCCl. Drug 2: CCN(CC)CCNC(=O)C1=C(NC(=C1C)C=C2C3=C(C=CC(=C3)F)NC2=O)C. Cell line: NCIH23. Synergy scores: CSS=49.4, Synergy_ZIP=5.29, Synergy_Bliss=5.81, Synergy_Loewe=-28.8, Synergy_HSA=5.03.